From a dataset of Forward reaction prediction with 1.9M reactions from USPTO patents (1976-2016). Predict the product of the given reaction. (1) The product is: [ClH:1].[F:8][C:5]([F:6])([F:7])[C:4]([C:10]1[CH:15]=[CH:14][C:13]([N:16]2[CH2:21][CH2:20][N:19]([S:22]([C:25]3[S:26][CH:27]=[CH:28][CH:29]=3)(=[O:23])=[O:24])[CH2:18][C@@H:17]2[CH2:30][C:31]2[CH:32]=[CH:33][C:34]([CH3:37])=[CH:35][CH:36]=2)=[CH:12][CH:11]=1)([OH:9])[C:3]([F:39])([F:38])[F:2]. Given the reactants [ClH:1].[F:2][C:3]([F:39])([F:38])[C:4]([C:10]1[CH:15]=[CH:14][C:13]([N:16]2[CH2:21][CH2:20][N:19]([S:22]([C:25]3[S:26][CH:27]=[CH:28][CH:29]=3)(=[O:24])=[O:23])[CH2:18][C@H:17]2[CH2:30][C:31]2[CH:36]=[CH:35][C:34]([CH3:37])=[CH:33][CH:32]=2)=[CH:12][CH:11]=1)([OH:9])[C:5]([F:8])([F:7])[F:6].C1N=C(N)C2N=CN([C@@H]3O[C@H](COP(OP(OC[C@H]4O[C@@H](N5C=C(C(N)=O)CC=C5)[C@H](O)[C@@H]4O)(O)=O)(O)=O)[C@@H](O)[C@H]3OP(O)(O)=O)C=2N=1, predict the reaction product. (2) Given the reactants [Si]([O:8][CH2:9][CH2:10][CH2:11][C:12]1[C:20]2[C:15](=[CH:16][CH:17]=[C:18]([CH2:21][S:22]([NH:25][CH3:26])(=[O:24])=[O:23])[CH:19]=2)[NH:14][C:13]=1[Si:27]([CH3:30])([CH3:29])[CH3:28])(C(C)(C)C)(C)C.F, predict the reaction product. The product is: [OH:8][CH2:9][CH2:10][CH2:11][C:12]1[C:20]2[C:15](=[CH:16][CH:17]=[C:18]([CH2:21][S:22]([NH:25][CH3:26])(=[O:24])=[O:23])[CH:19]=2)[NH:14][C:13]=1[Si:27]([CH3:30])([CH3:28])[CH3:29]. (3) Given the reactants [CH2:1]([N:8]1[CH2:13][CH2:12][N:11]2[C:14]([CH2:17][NH:18]CC3C=CC(OC)=CC=3OC)=[N:15][CH:16]=[C:10]2[CH2:9]1)[C:2]1[CH:7]=[CH:6][CH:5]=[CH:4][CH:3]=1.[C:30]([OH:36])([C:32]([F:35])([F:34])[F:33])=[O:31].C([SiH](CC)CC)C, predict the reaction product. The product is: [F:33][C:32]([F:35])([F:34])[C:30]([OH:36])=[O:31].[CH2:1]([N:8]1[CH2:13][CH2:12][N:11]2[C:14]([CH2:17][NH2:18])=[N:15][CH:16]=[C:10]2[CH2:9]1)[C:2]1[CH:7]=[CH:6][CH:5]=[CH:4][CH:3]=1. (4) The product is: [Br:12][C:13]1[CH:20]=[CH:19][CH:18]=[CH:17][C:14]=1[C:15]1[NH:1][N:2]=[C:3]([C:5]2[C:10]([CH3:11])=[CH:9][CH:8]=[CH:7][N:6]=2)[N:4]=1. Given the reactants [NH2:1][NH:2][C:3]([C:5]1[C:10]([CH3:11])=[CH:9][CH:8]=[CH:7][N:6]=1)=[NH:4].[Br:12][C:13]1[CH:20]=[CH:19][CH:18]=[CH:17][C:14]=1[CH:15]=O, predict the reaction product. (5) The product is: [Br:1][C:2]1[C:3](=[O:8])[N:4]([C:10]2[CH:15]=[CH:14][C:13]([N+:16]([O-:18])=[O:17])=[CH:12][C:11]=2[O:19][CH3:20])[CH:5]=[CH:6][CH:7]=1. Given the reactants [Br:1][C:2]1[C:3](=[O:8])[NH:4][CH:5]=[CH:6][CH:7]=1.F[C:10]1[CH:15]=[CH:14][C:13]([N+:16]([O-:18])=[O:17])=[CH:12][C:11]=1[O:19][CH3:20].P([O-])([O-])([O-])=O.[K+].[K+].[K+].O, predict the reaction product. (6) The product is: [NH:35]1[C:36]2[C:32](=[C:31]([C:2]3[N:3]=[C:4]([N:17]4[CH2:22][CH2:21][O:20][CH2:19][CH2:18]4)[C:5]4[O:10][C:9]([C:11]5[CH:16]=[CH:15][CH:14]=[CH:13][CH:12]=5)=[CH:8][C:6]=4[N:7]=3)[CH:39]=[CH:38][CH:37]=2)[CH:33]=[N:34]1. Given the reactants Cl[C:2]1[N:3]=[C:4]([N:17]2[CH2:22][CH2:21][O:20][CH2:19][CH2:18]2)[C:5]2[O:10][C:9]([C:11]3[CH:16]=[CH:15][CH:14]=[CH:13][CH:12]=3)=[CH:8][C:6]=2[N:7]=1.CC1(C)C(C)(C)OB([C:31]2[CH:39]=[CH:38][CH:37]=[C:36]3[C:32]=2[CH:33]=[N:34][NH:35]3)O1.C(=O)([O-])[O-].[Na+].[Na+], predict the reaction product. (7) Given the reactants [NH:1]1[CH2:6][CH2:5][CH2:4][CH2:3][CH2:2]1.CS(O[CH2:12][C:13]1[CH:18]=[CH:17][CH:16]=[C:15]([C:19](=[O:24])[N:20]([O:22][CH3:23])[CH3:21])[N:14]=1)(=O)=O.[I-].[Na+].C(=O)([O-])O.[Na+], predict the reaction product. The product is: [CH3:23][O:22][N:20]([CH3:21])[C:19](=[O:24])[C:15]1[CH:16]=[CH:17][CH:18]=[C:13]([CH2:12][N:1]2[CH2:6][CH2:5][CH2:4][CH2:3][CH2:2]2)[N:14]=1. (8) Given the reactants [C:1]([C:4]1[S:8][C:7]([N:9]2[CH2:13][CH2:12][N:11]([CH2:14][CH:15]3[CH2:17][CH2:16]3)[C:10]2=[O:18])=[N:6][C:5]=1[CH3:19])(=O)[CH3:2].COC(OC)[N:23]([CH3:25])C.O.[NH2:29]N, predict the reaction product. The product is: [CH:15]1([CH2:14][N:11]2[CH2:12][CH2:13][N:9]([C:7]3[S:8][C:4]([C:1]4[CH:2]=[CH:25][NH:23][N:29]=4)=[C:5]([CH3:19])[N:6]=3)[C:10]2=[O:18])[CH2:17][CH2:16]1. (9) Given the reactants [CH:1]([C@H:14]1[O:19][CH2:18][C@@H:17]([NH2:20])[CH2:16][CH2:15]1)([C:8]1[CH:13]=[CH:12][CH:11]=[CH:10][CH:9]=1)[C:2]1[CH:7]=[CH:6][CH:5]=[CH:4][CH:3]=1.[CH3:21][O:22][C:23]1[CH:30]=[CH:29][C:26]([CH:27]=O)=[CH:25][CH:24]=1.C(O)(=O)C.[BH3-]C#N.[Na+], predict the reaction product. The product is: [CH:1]([C@H:14]1[O:19][CH2:18][C@@H:17]([NH:20][CH2:27][C:26]2[CH:29]=[CH:30][C:23]([O:22][CH3:21])=[CH:24][CH:25]=2)[CH2:16][CH2:15]1)([C:8]1[CH:13]=[CH:12][CH:11]=[CH:10][CH:9]=1)[C:2]1[CH:3]=[CH:4][CH:5]=[CH:6][CH:7]=1. (10) Given the reactants [F:1][C:2]([F:17])([F:16])[C:3]1[CH:4]=[CH:5][C:6]([C:9]2[CH:14]=[CH:13][NH:12][C:11](=[O:15])[CH:10]=2)=[N:7][CH:8]=1.Br[C:19]1[CH:27]=[C:26]2[C:22]([C:23]3[CH2:41][CH2:40][N:39]([C:42]([O:44][C:45]([CH3:48])([CH3:47])[CH3:46])=[O:43])[CH2:38][C:24]=3[N:25]2[S:28]([C:31]2[CH:37]=[CH:36][C:34]([CH3:35])=[CH:33][CH:32]=2)(=[O:30])=[O:29])=[CH:21][CH:20]=1, predict the reaction product. The product is: [O:15]=[C:11]1[CH:10]=[C:9]([C:6]2[CH:5]=[CH:4][C:3]([C:2]([F:1])([F:16])[F:17])=[CH:8][N:7]=2)[CH:14]=[CH:13][N:12]1[C:19]1[CH:27]=[C:26]2[C:22]([C:23]3[CH2:41][CH2:40][N:39]([C:42]([O:44][C:45]([CH3:48])([CH3:47])[CH3:46])=[O:43])[CH2:38][C:24]=3[N:25]2[S:28]([C:31]2[CH:32]=[CH:33][C:34]([CH3:35])=[CH:36][CH:37]=2)(=[O:30])=[O:29])=[CH:21][CH:20]=1.